Dataset: Blood-brain barrier permeability classification from the B3DB database. Task: Regression/Classification. Given a drug SMILES string, predict its absorption, distribution, metabolism, or excretion properties. Task type varies by dataset: regression for continuous measurements (e.g., permeability, clearance, half-life) or binary classification for categorical outcomes (e.g., BBB penetration, CYP inhibition). Dataset: b3db_classification. (1) The compound is COc1ccc([C@H](CN(C)C)C2(O)CCCCC2)cc1. The result is 1 (penetrates BBB). (2) The drug is CCN(CC)Cc1cc(Nc2ccnc3cc(Cl)ccc23)ccc1O. The result is 0 (does not penetrate BBB). (3) The drug is O=C(/C=C\n1cnc(-c2cc(C(F)(F)F)cc(C(F)(F)F)c2)n1)NNc1cnccn1. The result is 0 (does not penetrate BBB).